This data is from Full USPTO retrosynthesis dataset with 1.9M reactions from patents (1976-2016). The task is: Predict the reactants needed to synthesize the given product. (1) The reactants are: [C:1]([C:4]1[C:22](=[O:23])[C@@:8]2([CH3:24])[C:9]3[C:15]([OH:16])=[CH:14][C:13]([O:17][CH3:18])=[C:12]([C:19]([NH2:21])=[O:20])[C:10]=3[O:11][C:7]2=[CH:6][C:5]=1[OH:25])(=[O:3])[CH3:2].[CH3:26][C:27]1[CH:36]=[C:35]([O:37][CH2:38][C:39]#[C:40][CH2:41][CH3:42])[C:34]2[C:29](=[CH:30][CH:31]=[CH:32][CH:33]=2)[C:28]=1[CH:43]=O.C([SiH](CC)CC)C.FC(F)(F)C(O)=O. Given the product [C:1]([C:4]1[C:22](=[O:23])[C@@:8]2([CH3:24])[C:9]3[C:15]([OH:16])=[CH:14][C:13]([O:17][CH3:18])=[C:12]([C:19]([NH:21][CH2:43][C:28]4[C:29]5[C:34](=[CH:33][CH:32]=[CH:31][CH:30]=5)[C:35]([O:37][CH2:38][C:39]#[C:40][CH2:41][CH3:42])=[CH:36][C:27]=4[CH3:26])=[O:20])[C:10]=3[O:11][C:7]2=[CH:6][C:5]=1[OH:25])(=[O:3])[CH3:2], predict the reactants needed to synthesize it. (2) Given the product [CH:6]1([C@@H:5]([CH2:4][N+:1]([O-:3])=[O:2])[C:18]([C:13]2[CH:14]=[N:15][CH:16]=[CH:17][N:12]=2)=[O:19])[CH2:11][CH2:10][CH2:9][CH2:8][CH2:7]1, predict the reactants needed to synthesize it. The reactants are: [N+:1](/[CH:4]=[CH:5]/[CH:6]1[CH2:11][CH2:10][CH2:9][CH2:8][CH2:7]1)([O-:3])=[O:2].[N:12]1[CH:17]=[CH:16][N:15]=[CH:14][C:13]=1[CH:18]=[O:19].CCOCC.[Na+].[Cl-]. (3) Given the product [Br:29][C:26]1[CH:27]=[CH:28][C:23]([C:20]2[CH:21]=[CH:22][C:17]([N:7]([C:8]3[CH:9]=[CH:10][C:11]([CH3:14])=[CH:12][CH:13]=3)[C:4]3[CH:3]=[CH:2][C:1]([CH3:15])=[CH:6][CH:5]=3)=[CH:18][CH:19]=2)=[CH:24][CH:25]=1, predict the reactants needed to synthesize it. The reactants are: [C:1]1([CH3:15])[CH:6]=[CH:5][C:4]([NH:7][C:8]2[CH:13]=[CH:12][C:11]([CH3:14])=[CH:10][CH:9]=2)=[CH:3][CH:2]=1.Br[C:17]1[CH:22]=[CH:21][C:20]([C:23]2[CH:28]=[CH:27][C:26]([Br:29])=[CH:25][CH:24]=2)=[CH:19][CH:18]=1.CC(C)([O-])C.[Na+]. (4) Given the product [O:1]([CH2:8][CH2:9][CH2:10][CH2:11][NH2:12])[C:2]1[CH:7]=[CH:6][CH:5]=[CH:4][CH:3]=1, predict the reactants needed to synthesize it. The reactants are: [O:1]([CH2:8][CH2:9][CH2:10][CH2:11][N:12]1C(=O)C2C(=CC=CC=2)C1=O)[C:2]1[CH:7]=[CH:6][CH:5]=[CH:4][CH:3]=1.NN.O.CCOC(C)=O.